This data is from NCI-60 drug combinations with 297,098 pairs across 59 cell lines. The task is: Regression. Given two drug SMILES strings and cell line genomic features, predict the synergy score measuring deviation from expected non-interaction effect. (1) Synergy scores: CSS=49.3, Synergy_ZIP=-2.52, Synergy_Bliss=-1.42, Synergy_Loewe=-23.3, Synergy_HSA=1.30. Drug 2: CC1C(C(CC(O1)OC2CC(CC3=C2C(=C4C(=C3O)C(=O)C5=C(C4=O)C(=CC=C5)OC)O)(C(=O)CO)O)N)O.Cl. Drug 1: CN(C(=O)NC(C=O)C(C(C(CO)O)O)O)N=O. Cell line: SNB-75. (2) Synergy scores: CSS=1.58, Synergy_ZIP=4.82, Synergy_Bliss=0.650, Synergy_Loewe=3.94, Synergy_HSA=-0.761. Drug 1: C1=NC2=C(N=C(N=C2N1C3C(C(C(O3)CO)O)O)F)N. Cell line: KM12. Drug 2: CN(C(=O)NC(C=O)C(C(C(CO)O)O)O)N=O. (3) Drug 1: CC(C1=C(C=CC(=C1Cl)F)Cl)OC2=C(N=CC(=C2)C3=CN(N=C3)C4CCNCC4)N. Drug 2: C1CCC(C(C1)N)N.C(=O)(C(=O)[O-])[O-].[Pt+4]. Cell line: SF-539. Synergy scores: CSS=9.07, Synergy_ZIP=-2.97, Synergy_Bliss=2.38, Synergy_Loewe=2.31, Synergy_HSA=3.40.